From a dataset of Catalyst prediction with 721,799 reactions and 888 catalyst types from USPTO. Predict which catalyst facilitates the given reaction. (1) Reactant: [N+:1]([C:4]1[CH:14]=[CH:13][C:7]2[CH2:8][CH2:9][NH:10][CH2:11][CH2:12][C:6]=2[CH:5]=1)([O-:3])=[O:2].C(N(CC)CC)C.[F:22][C:23]([F:34])([F:33])[C:24](O[C:24](=[O:25])[C:23]([F:34])([F:33])[F:22])=[O:25]. Product: [N+:1]([C:4]1[CH:14]=[CH:13][C:7]2[CH2:8][CH2:9][N:10]([C:24](=[O:25])[C:23]([F:34])([F:33])[F:22])[CH2:11][CH2:12][C:6]=2[CH:5]=1)([O-:3])=[O:2]. The catalyst class is: 4. (2) Reactant: C([O:5][C:6]1[C:15]2[C:10](=[CH:11][CH:12]=[C:13]([C:16]([C:25]3[CH:30]=[CH:29][C:28]([Cl:31])=[CH:27][CH:26]=3)([C:18]3[CH:23]=[CH:22][C:21]([Cl:24])=[CH:20][CH:19]=3)O)[CH:14]=2)[N:9]=[N:8][CH:7]=1)(C)(C)C.[SiH](CC)(CC)CC.FC(F)(F)C(O)=O. Product: [Cl:31][C:28]1[CH:27]=[CH:26][C:25]([CH:16]([C:18]2[CH:23]=[CH:22][C:21]([Cl:24])=[CH:20][CH:19]=2)[C:13]2[CH:14]=[C:15]3[C:10](=[CH:11][CH:12]=2)[N:9]=[N:8][CH:7]=[C:6]3[OH:5])=[CH:30][CH:29]=1. The catalyst class is: 4.